Dataset: Full USPTO retrosynthesis dataset with 1.9M reactions from patents (1976-2016). Task: Predict the reactants needed to synthesize the given product. (1) Given the product [CH3:9][S:8][C:5]1[N:4]=[C:3]([NH:10][C@H:11]2[CH2:16][CH2:15][C@H:14]([OH:17])[CH2:13][CH2:12]2)[C:2]([C:29]2[CH:27]=[CH:7][CH:2]=[CH:3][N:4]=2)=[CH:7][N:6]=1, predict the reactants needed to synthesize it. The reactants are: Br[C:2]1[C:3]([NH:10][C@H:11]2[CH2:16][CH2:15][C@H:14]([OH:17])[CH2:13][CH2:12]2)=[N:4][C:5]([S:8][CH3:9])=[N:6][CH:7]=1.C(=O)([O-])[O-].[K+].[K+].CCO[C:27]([CH3:29])=O. (2) Given the product [F:18][C:4]1[CH:3]=[C:2]([B:26]2[O:30][C:29]([CH3:32])([CH3:31])[C:28]([CH3:34])([CH3:33])[O:27]2)[CH:7]=[CH:6][C:5]=1[NH:8][C:9]1[S:10][C:11]2[CH:17]=[CH:16][CH:15]=[CH:14][C:12]=2[N:13]=1, predict the reactants needed to synthesize it. The reactants are: Br[C:2]1[CH:7]=[CH:6][C:5]([NH:8][C:9]2[S:10][C:11]3[CH:17]=[CH:16][CH:15]=[CH:14][C:12]=3[N:13]=2)=[C:4]([F:18])[CH:3]=1.FC1C=C([B:26]2[O:30][C:29]([CH3:32])([CH3:31])[C:28]([CH3:34])([CH3:33])[O:27]2)C=CC=1NC1OC2C=CC=CC=2N=1.